The task is: Predict the product of the given reaction.. This data is from Forward reaction prediction with 1.9M reactions from USPTO patents (1976-2016). The product is: [CH2:43]([N:50]1[CH2:55][CH2:54][O:53][CH:52]([C:56]2[CH:57]=[CH:58][C:59]([CH2:62][O:9][C:3]3[C:2]([Cl:1])=[CH:7][CH:6]=[CH:5][C:4]=3[Cl:8])=[CH:60][CH:61]=2)[CH2:51]1)[C:44]1[CH:45]=[CH:46][CH:47]=[CH:48][CH:49]=1. Given the reactants [Cl:1][C:2]1[CH:7]=[CH:6][CH:5]=[C:4]([Cl:8])[C:3]=1[OH:9].CC(OC(/N=N/C(OC(C)C)=O)=O)C.C1(P(C2C=CC=CC=2)C2C=CC=CC=2)C=CC=CC=1.[CH2:43]([N:50]1[CH2:55][CH2:54][O:53][CH:52]([C:56]2[CH:61]=[CH:60][C:59]([CH2:62]O)=[CH:58][CH:57]=2)[CH2:51]1)[C:44]1[CH:49]=[CH:48][CH:47]=[CH:46][CH:45]=1, predict the reaction product.